Task: Regression. Given a peptide amino acid sequence and an MHC pseudo amino acid sequence, predict their binding affinity value. This is MHC class II binding data.. Dataset: Peptide-MHC class II binding affinity with 134,281 pairs from IEDB (1) The peptide sequence is PDPTKLILQLLKDFL. The MHC is DRB1_0301 with pseudo-sequence DRB1_0301. The binding affinity (normalized) is 0.173. (2) The MHC is DRB1_1201 with pseudo-sequence DRB1_1201. The peptide sequence is SSPDNVKPLYIITPT. The binding affinity (normalized) is 0.416. (3) The peptide sequence is AKAFAYYIEPQHRDVLQLYA. The MHC is DRB1_0301 with pseudo-sequence DRB1_0301. The binding affinity (normalized) is 0.661. (4) The peptide sequence is NNPKEWLQVDFQKTVKVTGV. The MHC is DRB1_1101 with pseudo-sequence DRB1_1101. The binding affinity (normalized) is 0.151. (5) The peptide sequence is AFKNAATAANAAPAN. The MHC is DRB1_0701 with pseudo-sequence DRB1_0701. The binding affinity (normalized) is 0.404. (6) The peptide sequence is KKDNQVAYLIIGILTLV. The MHC is DRB1_0404 with pseudo-sequence DRB1_0404. The binding affinity (normalized) is 0.596. (7) The peptide sequence is DLTILGLAAEWVLAY. The MHC is DRB1_1501 with pseudo-sequence DRB1_1501. The binding affinity (normalized) is 0.623. (8) The peptide sequence is GELQIVDKDDAAFKI. The MHC is DRB1_0802 with pseudo-sequence DRB1_0802. The binding affinity (normalized) is 0.358.